From a dataset of Reaction yield outcomes from USPTO patents with 853,638 reactions. Predict the reaction yield, written as a fraction of the theoretical maximum amount of product (1.0 means a 100% yield; for example, 0.34 means a 34% yield). (1) The reactants are [Cl:1][C:2]1[N:3]=[C:4](Cl)[C:5]2[S:10][CH:9]=[CH:8][C:6]=2[N:7]=1.[NH:12]1[CH2:17][CH2:16][O:15][CH2:14][CH2:13]1. The catalyst is CO. The product is [Cl:1][C:2]1[N:3]=[C:4]([N:12]2[CH2:17][CH2:16][O:15][CH2:14][CH2:13]2)[C:5]2[S:10][CH:9]=[CH:8][C:6]=2[N:7]=1. The yield is 1.00. (2) The reactants are [N:1]1([CH2:7][CH2:8][CH2:9][O:10][C:11]2[CH:16]=[CH:15][C:14]([NH2:17])=[CH:13][CH:12]=2)[CH2:6][CH2:5][CH2:4][CH2:3][CH2:2]1.[CH3:18][C:19]1[CH:27]=[CH:26][CH:25]=[C:24]2[C:20]=1[C:21](=[CH:29]O)[C:22](=[O:28])[NH:23]2. The yield is 0.490. No catalyst specified. The product is [CH3:18][C:19]1[CH:27]=[CH:26][CH:25]=[C:24]2[C:20]=1[C:21](=[CH:29][NH:17][C:14]1[CH:13]=[CH:12][C:11]([O:10][CH2:9][CH2:8][CH2:7][N:1]3[CH2:2][CH2:3][CH2:4][CH2:5][CH2:6]3)=[CH:16][CH:15]=1)[C:22](=[O:28])[NH:23]2.